Dataset: Forward reaction prediction with 1.9M reactions from USPTO patents (1976-2016). Task: Predict the product of the given reaction. (1) Given the reactants [CH3:1][N:2]([CH3:31])[C:3]1[CH:4]=[C:5]2[C:10](=[CH:11][CH:12]=1)[CH:9]=[C:8]1[CH2:13][CH2:14][C:15](=[O:16])[C:7]1=[C:6]2[C:17]1[CH:30]=[CH:29][C:20]([CH2:21][N:22]2[C:26](=[O:27])[CH:25]=[CH:24][C:23]2=[O:28])=[CH:19][CH:18]=1.[CH2:32]([O:34][C:35](=[O:47])[C@H:36]([CH2:45][SH:46])[NH:37][C:38]([O:40][C:41]([CH3:44])([CH3:43])[CH3:42])=[O:39])[CH3:33], predict the reaction product. The product is: [C:41]([O:40][C:38]([NH:37][CH:36]([CH2:45][S:46][CH:25]1[CH2:24][C:23](=[O:28])[N:22]([CH2:21][C:20]2[CH:29]=[CH:30][C:17]([C:6]3[C:5]4[C:10](=[CH:11][CH:12]=[C:3]([N:2]([CH3:31])[CH3:1])[CH:4]=4)[CH:9]=[C:8]4[CH2:13][CH2:14][C:15](=[O:16])[C:7]=34)=[CH:18][CH:19]=2)[C:26]1=[O:27])[C:35]([O:34][CH2:32][CH3:33])=[O:47])=[O:39])([CH3:43])([CH3:44])[CH3:42]. (2) Given the reactants Br[C:2]1[CH:18]=[CH:17][C:5]([O:6][CH:7]([CH3:16])[CH2:8][NH:9][S:10]([CH:13]([CH3:15])[CH3:14])(=[O:12])=[O:11])=[CH:4][CH:3]=1.[F:19][C:20]([F:31])([F:30])[C:21]1[CH:26]=[CH:25][C:24](B(O)O)=[CH:23][CH:22]=1.C(=O)([O-])[O-].[Na+].[Na+], predict the reaction product. The product is: [CH3:14][CH:13]([S:10]([NH:9][CH2:8][CH:7]([O:6][C:5]1[CH:17]=[CH:18][C:2]([C:24]2[CH:25]=[CH:26][C:21]([C:20]([F:31])([F:30])[F:19])=[CH:22][CH:23]=2)=[CH:3][CH:4]=1)[CH3:16])(=[O:12])=[O:11])[CH3:15]. (3) Given the reactants [CH:1](=[C:3]1[C:7]([C:14]2[CH:15]=[C:16]([OH:20])[CH:17]=[CH:18][CH:19]=2)([C:8]2[CH:13]=[CH:12][CH:11]=[CH:10][CH:9]=2)[CH2:6][CH:5]([CH3:21])[N:4]1[CH3:22])[CH3:2].[OH-].[K+].Br[CH2:26][C:27]([O:29][C:30]([CH3:33])([CH3:32])[CH3:31])=[O:28], predict the reaction product. The product is: [CH:1](=[C:3]1[C:7]([C:14]2[CH:15]=[C:16]([CH:17]=[CH:18][CH:19]=2)[O:20][CH2:26][C:27]([O:29][C:30]([CH3:33])([CH3:32])[CH3:31])=[O:28])([C:8]2[CH:13]=[CH:12][CH:11]=[CH:10][CH:9]=2)[CH2:6][CH:5]([CH3:21])[N:4]1[CH3:22])[CH3:2]. (4) The product is: [CH2:12]([O:15][C:16]1[C:43]([C:44]([F:46])([F:47])[F:45])=[CH:42][CH:41]=[C:18]([CH2:19][O:20][C:21]2[CH:22]=[CH:23][C:24]([C:27]3[CH:32]=[CH:31][C:30]([CH2:33][C:34]([O:36][CH2:37][CH:38]=[CH2:39])=[O:35])=[C:29]([F:40])[CH:28]=3)=[CH:25][CH:26]=2)[C:17]=1[C:48]([O:57][C:51]([CH3:53])([CH3:52])[CH3:50])=[O:49])[CH:13]=[CH2:14]. Given the reactants Cl([O-])=O.[Na+].O.P([O-])(O)(O)=O.[Na+].[CH2:12]([O:15][C:16]1[C:17]([CH:48]=[O:49])=[C:18]([CH:41]=[CH:42][C:43]=1[C:44]([F:47])([F:46])[F:45])[CH2:19][O:20][C:21]1[CH:26]=[CH:25][C:24]([C:27]2[CH:32]=[CH:31][C:30]([CH2:33][C:34]([O:36][CH2:37][CH:38]=[CH2:39])=[O:35])=[C:29]([F:40])[CH:28]=2)=[CH:23][CH:22]=1)[CH:13]=[CH2:14].[CH3:50][C:51](=[CH:53]C)[CH3:52].S([O-])([O-])(=[O:57])=S.[Na+].[Na+].Cl.CC(C)=C.S(=O)(=O)(O)O.C(=O)([O-])O.[Na+], predict the reaction product.